The task is: Predict the product of the given reaction.. This data is from Forward reaction prediction with 1.9M reactions from USPTO patents (1976-2016). Given the reactants CC1(C)C(C)(C)OB([C:9]2[CH:18]=[CH:17][C:16]3[C:11](=[CH:12][CH:13]=[CH:14][CH:15]=3)[CH:10]=2)O1.Br[C:21]1[CH:26]=[CH:25][C:24]([S:27]([N:30]2[CH2:44][CH2:43][C:33]3([O:38][CH2:37][C:36](=[O:39])[N:35]([CH:40]4[CH2:42][CH2:41]4)[CH2:34]3)[CH2:32][CH2:31]2)(=[O:29])=[O:28])=[CH:23][CH:22]=1, predict the reaction product. The product is: [CH:40]1([N:35]2[CH2:34][C:33]3([CH2:43][CH2:44][N:30]([S:27]([C:24]4[CH:23]=[CH:22][C:21]([C:9]5[CH:18]=[CH:17][C:16]6[C:11](=[CH:12][CH:13]=[CH:14][CH:15]=6)[CH:10]=5)=[CH:26][CH:25]=4)(=[O:28])=[O:29])[CH2:31][CH2:32]3)[O:38][CH2:37][C:36]2=[O:39])[CH2:41][CH2:42]1.